This data is from Full USPTO retrosynthesis dataset with 1.9M reactions from patents (1976-2016). The task is: Predict the reactants needed to synthesize the given product. (1) The reactants are: [Cl:1][C:2]1[CH:7]=[CH:6][C:5]([C:8]2[S:12][C:11]([C:13]([OH:15])=O)=[CH:10][C:9]=2[CH2:16][C:17]([O:19][CH:20]([CH3:22])C)=[O:18])=[CH:4][CH:3]=1.C(Cl)CCl.C1C=CC2N(O)N=[N:33][C:31]=2[CH:32]=1.C(N(CC)CC)C.C[O:45][C:46]1C=C(C=C[CH:52]=1)N. Given the product [Cl:1][C:2]1[CH:3]=[CH:4][C:5]([C:8]2[S:12][C:11]([C:13]([N:33]3[CH2:31][CH2:32][O:45][CH2:46][CH2:52]3)=[O:15])=[CH:10][C:9]=2[CH2:16][C:17]([O:19][CH2:20][CH3:22])=[O:18])=[CH:6][CH:7]=1, predict the reactants needed to synthesize it. (2) The reactants are: [NH2:1][C:2]1[C:10]2[C:5](=[CH:6][CH:7]=[C:8]([C:11]3[CH:16]=[C:15]([C:17]4[CH:22]=[CH:21][CH:20]=[CH:19][C:18]=4[O:23][CH2:24][CH:25]([CH3:27])[CH3:26])[NH:14][C:13](=[O:28])[N:12]=3)[CH:9]=2)[NH:4][N:3]=1.C=O.[C:31]([BH3-])#N.[Na+]. Given the product [CH3:31][NH:1][C:2]1[C:10]2[C:5](=[CH:6][CH:7]=[C:8]([C:11]3[CH:16]=[C:15]([C:17]4[CH:22]=[CH:21][CH:20]=[CH:19][C:18]=4[O:23][CH2:24][CH:25]([CH3:26])[CH3:27])[NH:14][C:13](=[O:28])[N:12]=3)[CH:9]=2)[NH:4][N:3]=1, predict the reactants needed to synthesize it. (3) The reactants are: [CH3:1][C:2]1[C:11]2[C:6](=[CH:7][CH:8]=[C:9]([O:12][CH3:13])[CH:10]=2)[N:5]([CH2:14][CH:15]=O)[C:4](=[O:17])[CH:3]=1.[O:18]1[C:23]2[CH:24]=[CH:25][C:26]([CH2:28][N:29]([CH:37]3[CH2:42][CH2:41][NH:40][CH2:39][CH2:38]3)[C:30](=[O:36])[O:31][C:32]([CH3:35])([CH3:34])[CH3:33])=[CH:27][C:22]=2[O:21][CH2:20][CH2:19]1.C(O[BH-](OC(=O)C)OC(=O)C)(=O)C.[Na+].C(=O)([O-])O.[Na+]. Given the product [O:18]1[C:23]2[CH:24]=[CH:25][C:26]([CH2:28][N:29]([CH:37]3[CH2:42][CH2:41][N:40]([CH2:15][CH2:14][N:5]4[C:6]5[C:11](=[CH:10][C:9]([O:12][CH3:13])=[CH:8][CH:7]=5)[C:2]([CH3:1])=[CH:3][C:4]4=[O:17])[CH2:39][CH2:38]3)[C:30](=[O:36])[O:31][C:32]([CH3:35])([CH3:33])[CH3:34])=[CH:27][C:22]=2[O:21][CH2:20][CH2:19]1, predict the reactants needed to synthesize it. (4) Given the product [CH3:22][C:15]1[CH:16]=[C:17]([CH:20]=[CH:21][C:14]=1[CH:12]1[C:11]2[C:10](=[O:23])[CH2:9][CH2:8][CH2:7][C:6]=2[N:5]([C:24]2[CH:29]=[CH:28][CH:27]=[C:26]([C:30]([F:33])([F:31])[F:32])[CH:25]=2)[C:4](=[O:3])[N:13]1[CH3:34])[C:18]#[N:19], predict the reactants needed to synthesize it. The reactants are: [H-].[Na+].[O:3]=[C:4]1[NH:13][CH:12]([C:14]2[CH:21]=[CH:20][C:17]([C:18]#[N:19])=[CH:16][C:15]=2[CH3:22])[C:11]2[C:10](=[O:23])[CH2:9][CH2:8][CH2:7][C:6]=2[N:5]1[C:24]1[CH:29]=[CH:28][CH:27]=[C:26]([C:30]([F:33])([F:32])[F:31])[CH:25]=1.[C:34](#N)C. (5) Given the product [N+:1]([C:4]1[C:5]([NH:14][CH2:23][CH2:24][CH2:25][C:26]2[CH:31]=[CH:30][CH:29]=[CH:28][CH:27]=2)=[CH:6][C:7]2[O:12][CH2:11][CH2:10][O:9][C:8]=2[CH:13]=1)([O-:3])=[O:2], predict the reactants needed to synthesize it. The reactants are: [N+:1]([C:4]1[C:5]([NH2:14])=[CH:6][C:7]2[O:12][CH2:11][CH2:10][O:9][C:8]=2[CH:13]=1)([O-:3])=[O:2].CN(C=O)C.[H-].[Na+].Br[CH2:23][CH2:24][CH2:25][C:26]1[CH:31]=[CH:30][CH:29]=[CH:28][CH:27]=1.